This data is from Reaction yield outcomes from USPTO patents with 853,638 reactions. The task is: Predict the reaction yield, written as a fraction of the theoretical maximum amount of product (1.0 means a 100% yield; for example, 0.34 means a 34% yield). (1) The reactants are C([C:3]1([C:33]([O-:35])=[O:34])[C:8]2[C:9]3[CH:15]=[C:14]([S:16]([C:19]4[CH:24]=[CH:23][CH:22]=[CH:21][CH:20]=4)(=[O:18])=[O:17])[CH:13]=[C:12]([Cl:25])[C:10]=3[O:11][C:7]=2[CH2:6][CH2:5][N:4]1[C:26]([O:28][C:29]([CH3:32])([CH3:31])[CH3:30])=[O:27])C.O.[OH-].[Li+].Cl. The catalyst is O.O1CCCC1. The product is [C:29]([O:28][C:26]([N:4]1[CH2:5][CH2:6][C:7]2[O:11][C:10]3[C:12]([Cl:25])=[CH:13][C:14]([S:16]([C:19]4[CH:20]=[CH:21][CH:22]=[CH:23][CH:24]=4)(=[O:17])=[O:18])=[CH:15][C:9]=3[C:8]=2[CH:3]1[C:33]([OH:35])=[O:34])=[O:27])([CH3:32])([CH3:30])[CH3:31]. The yield is 0.990. (2) The reactants are [NH2:1]C1C=CC(F)=C([C@]2(C)[C@H]3[C@](C(F)F)(C3)SC(N)=N2)C=1.[NH2:21][C:22]1[S:23][C@:24]2([C:39]#[N:40])[C@H:26]([C@:27]([C:30]3[C:31]([O:37][CH3:38])=[N:32][CH:33]=[C:34](Br)[CH:35]=3)([CH3:29])[N:28]=1)[CH2:25]2.[N-]=[N+]=[N-].[Na+].O=C1O[C@H]([C@H](CO)O)C([O-])=C1O.[Na+].CP(C)C.C1COCC1. The catalyst is [Cu]I. The product is [NH2:21][C:22]1[S:23][C@:24]2([C:39]#[N:40])[C@H:26]([C@:27]([C:30]3[C:31]([O:37][CH3:38])=[N:32][CH:33]=[C:34]([NH2:1])[CH:35]=3)([CH3:29])[N:28]=1)[CH2:25]2. The yield is 0.300. (3) The reactants are [NH2:1][C:2]1[N:7]=[CH:6][N:5]=[C:4]2[N:8]([CH:24]3[CH2:29][CH2:28][CH2:27][N:26]([C:30](=[O:34])[CH2:31][C:32]#[N:33])[CH2:25]3)[N:9]=[C:10]([C:11]3[CH:16]=[CH:15][C:14]([O:17][C:18]4[CH:23]=[CH:22][CH:21]=[CH:20][CH:19]=4)=[CH:13][CH:12]=3)[C:3]=12.CO.N1CCCCC1.[CH:43](=O)[C:44]([CH3:47])([CH3:46])[CH3:45]. The catalyst is ClCCl. The product is [NH2:1][C:2]1[N:7]=[CH:6][N:5]=[C:4]2[N:8]([C@@H:24]3[CH2:29][CH2:28][CH2:27][N:26]([C:30]([C:31](=[CH:43][C:44]([CH3:47])([CH3:46])[CH3:45])[C:32]#[N:33])=[O:34])[CH2:25]3)[N:9]=[C:10]([C:11]3[CH:12]=[CH:13][C:14]([O:17][C:18]4[CH:19]=[CH:20][CH:21]=[CH:22][CH:23]=4)=[CH:15][CH:16]=3)[C:3]=12. The yield is 0.260.